From a dataset of NCI-60 drug combinations with 297,098 pairs across 59 cell lines. Regression. Given two drug SMILES strings and cell line genomic features, predict the synergy score measuring deviation from expected non-interaction effect. (1) Drug 1: CNC(=O)C1=CC=CC=C1SC2=CC3=C(C=C2)C(=NN3)C=CC4=CC=CC=N4. Drug 2: C(=O)(N)NO. Cell line: PC-3. Synergy scores: CSS=8.81, Synergy_ZIP=-1.32, Synergy_Bliss=1.26, Synergy_Loewe=-0.792, Synergy_HSA=-0.989. (2) Drug 1: CN(C)C1=NC(=NC(=N1)N(C)C)N(C)C. Drug 2: CC(C)(C#N)C1=CC(=CC(=C1)CN2C=NC=N2)C(C)(C)C#N. Cell line: NCIH23. Synergy scores: CSS=-4.91, Synergy_ZIP=-1.73, Synergy_Bliss=-8.48, Synergy_Loewe=-8.83, Synergy_HSA=-8.83. (3) Drug 1: C1CCC(CC1)NC(=O)N(CCCl)N=O. Drug 2: CC1=C(C(=O)C2=C(C1=O)N3CC4C(C3(C2COC(=O)N)OC)N4)N. Cell line: OVCAR-8. Synergy scores: CSS=26.5, Synergy_ZIP=-7.99, Synergy_Bliss=-3.89, Synergy_Loewe=-5.25, Synergy_HSA=-1.97. (4) Drug 1: CN(C)C1=NC(=NC(=N1)N(C)C)N(C)C. Drug 2: C1=CC(=CC=C1CC(C(=O)O)N)N(CCCl)CCCl.Cl. Cell line: U251. Synergy scores: CSS=16.7, Synergy_ZIP=-2.27, Synergy_Bliss=5.37, Synergy_Loewe=-15.2, Synergy_HSA=3.17. (5) Drug 1: CCCS(=O)(=O)NC1=C(C(=C(C=C1)F)C(=O)C2=CNC3=C2C=C(C=N3)C4=CC=C(C=C4)Cl)F. Drug 2: CC12CCC3C(C1CCC2O)C(CC4=C3C=CC(=C4)O)CCCCCCCCCS(=O)CCCC(C(F)(F)F)(F)F. Cell line: MCF7. Synergy scores: CSS=26.9, Synergy_ZIP=4.07, Synergy_Bliss=6.44, Synergy_Loewe=1.53, Synergy_HSA=5.51. (6) Cell line: RPMI-8226. Synergy scores: CSS=52.3, Synergy_ZIP=-4.29, Synergy_Bliss=-7.37, Synergy_Loewe=-9.13, Synergy_HSA=-3.11. Drug 1: CC1C(C(CC(O1)OC2CC(CC3=C2C(=C4C(=C3O)C(=O)C5=C(C4=O)C(=CC=C5)OC)O)(C(=O)C)O)N)O.Cl. Drug 2: C1=CC(=CC=C1CCCC(=O)O)N(CCCl)CCCl.